Dataset: Reaction yield outcomes from USPTO patents with 853,638 reactions. Task: Predict the reaction yield, written as a fraction of the theoretical maximum amount of product (1.0 means a 100% yield; for example, 0.34 means a 34% yield). (1) The reactants are Cl.[Cl:2][CH2:3][CH2:4][CH2:5][C:6]([C:8]1[CH:13]=[CH:12][C:11]([C:14]([CH3:19])([CH3:18])[C:15]([OH:17])=[O:16])=[CH:10][CH:9]=1)=[O:7].[CH2:20](O)[CH3:21]. No catalyst specified. The product is [Cl:2][CH2:3][CH2:4][CH2:5][C:6]([C:8]1[CH:13]=[CH:12][C:11]([C:14]([CH3:19])([CH3:18])[C:15]([O:17][CH2:20][CH3:21])=[O:16])=[CH:10][CH:9]=1)=[O:7]. The yield is 0.970. (2) The catalyst is C(OCC)C. The reactants are [CH3:1][C:2]1[N:3]=[CH:4][S:5][C:6]=1[N:7]1[CH2:12][CH2:11][N:10](C(OC(C)(C)C)=O)[CH2:9][CH2:8]1.[ClH:20].O1CCOCC1.CO. The yield is 0.870. The product is [ClH:20].[ClH:20].[CH3:1][C:2]1[N:3]=[CH:4][S:5][C:6]=1[N:7]1[CH2:12][CH2:11][NH:10][CH2:9][CH2:8]1. (3) The reactants are [NH2:1][C@:2]([CH3:12])([CH2:5][CH2:6][C:7]1[O:8][CH:9]=[CH:10][CH:11]=1)[CH2:3][OH:4].[C:13](OC(OC(C)(C)C)=O)(OC(C)(C)C)=[O:14].C(N(CC)CC)C. The catalyst is ClCCl.CN(C)C1C=CN=CC=1. The product is [CH3:12][C@@:2]1([CH2:5][CH2:6][C:7]2[O:8][CH:9]=[CH:10][CH:11]=2)[CH2:3][O:4][C:13](=[O:14])[NH:1]1. The yield is 0.580. (4) The reactants are [C:1]([CH:4]([CH2:9][C:10]([O:12][CH3:13])=[O:11])[C:5]([O:7]C)=O)(=O)[CH3:2].[NH:14]1[C:22]2[C:17](=[CH:18][CH:19]=[CH:20][CH:21]=2)[C:16]([NH2:23])=[N:15]1. The catalyst is C1(C)C=CC=CC=1. The product is [OH:7][C:5]1[N:15]2[N:14]=[C:22]3[C:17]([CH:18]=[CH:19][CH:20]=[CH:21]3)=[C:16]2[N:23]=[C:1]([CH3:2])[C:4]=1[CH2:9][C:10]([O:12][CH3:13])=[O:11]. The yield is 0.670. (5) The reactants are [C:1]1([CH2:7][CH2:8][CH2:9][C:10]([OH:12])=O)[CH:6]=[CH:5][CH:4]=[CH:3][CH:2]=1.[CH2:13]([NH:20][C:21]([C:23]1[S:27][C:26]([NH2:28])=[N:25][C:24]=1[CH3:29])=[O:22])[C:14]1[CH:19]=[CH:18][CH:17]=[CH:16][CH:15]=1. No catalyst specified. The product is [CH2:13]([NH:20][C:21]([C:23]1[S:27][C:26]([NH:28][C:10](=[O:12])[CH2:9][CH2:8][CH2:7][C:1]2[CH:2]=[CH:3][CH:4]=[CH:5][CH:6]=2)=[N:25][C:24]=1[CH3:29])=[O:22])[C:14]1[CH:19]=[CH:18][CH:17]=[CH:16][CH:15]=1. The yield is 0.470.